Task: Predict the reactants needed to synthesize the given product.. Dataset: Full USPTO retrosynthesis dataset with 1.9M reactions from patents (1976-2016) (1) Given the product [C:71]([O:70][C:68]([N:52]([C:45]([O:47][C:48]([CH3:50])([CH3:51])[CH3:49])=[O:46])[C:53]1[N:54]=[C:55]([C:2]2[N:3]=[C:4]([N:11]([C:19]3[CH:24]=[CH:23][C:22]([N:25]4[CH2:30][CH2:29][N:28]([CH:31]5[CH2:32][O:33][CH2:34]5)[CH2:27][CH2:26]4)=[C:21]([O:35][CH2:36][CH2:37][O:38][CH:39]4[CH2:44][CH2:43][CH2:42][CH2:41][O:40]4)[CH:20]=3)[C:12](=[O:18])[O:13][C:14]([CH3:15])([CH3:17])[CH3:16])[C:5]3[N:6]([CH:8]=[CH:9][N:10]=3)[CH:7]=2)[CH:56]=[N:57][CH:58]=1)=[O:69])([CH3:72])([CH3:73])[CH3:74], predict the reactants needed to synthesize it. The reactants are: Br[C:2]1[N:3]=[C:4]([N:11]([C:19]2[CH:24]=[CH:23][C:22]([N:25]3[CH2:30][CH2:29][N:28]([CH:31]4[CH2:34][O:33][CH2:32]4)[CH2:27][CH2:26]3)=[C:21]([O:35][CH2:36][CH2:37][O:38][CH:39]3[CH2:44][CH2:43][CH2:42][CH2:41][O:40]3)[CH:20]=2)[C:12](=[O:18])[O:13][C:14]([CH3:17])([CH3:16])[CH3:15])[C:5]2[N:6]([CH:8]=[CH:9][N:10]=2)[CH:7]=1.[C:45]([N:52]([C:68]([O:70][C:71]([CH3:74])([CH3:73])[CH3:72])=[O:69])[C:53]1[CH:58]=[N:57][CH:56]=[C:55](B2OC(C)(C)C(C)(C)O2)[N:54]=1)([O:47][C:48]([CH3:51])([CH3:50])[CH3:49])=[O:46]. (2) Given the product [CH2:19]([C:21]1[CH:22]=[CH:23][C:24]([CH:27]2[CH2:36][CH2:35][C:34]3[C:29](=[CH:30][CH:31]=[C:32]([OH:38])[CH:33]=3)[O:28]2)=[CH:25][CH:26]=1)[CH3:20], predict the reactants needed to synthesize it. The reactants are: FC1C=C(C2CCC3C(=CC=C(O)C=3)O2)C=CC=1.[CH2:19]([C:21]1[CH:26]=[CH:25][C:24]([CH:27]2[CH2:36][CH:35](O)[C:34]3[C:29](=[CH:30][CH:31]=[C:32]([OH:38])[CH:33]=3)[O:28]2)=[CH:23][CH:22]=1)[CH3:20]. (3) The reactants are: C(NC(C)C)(C)C.[Li]CCCC.CCCCCC.[Br:19][C:20]1[CH:21]=[CH:22][C:23]([F:26])=[N:24][CH:25]=1.[CH:27](OCC)=[O:28]. Given the product [Br:19][C:20]1[CH:25]=[N:24][C:23]([F:26])=[C:22]([CH:21]=1)[CH:27]=[O:28], predict the reactants needed to synthesize it. (4) Given the product [CH:16]([NH:15][C:12]1[CH:13]=[CH:14][C:9]([CH2:1][C:2]2[CH:3]=[CH:4][C:5]([NH:8][CH:1]([CH2:2][CH3:3])[CH3:9])=[CH:6][CH:7]=2)=[CH:10][CH:11]=1)([CH2:18][CH3:20])[CH3:17], predict the reactants needed to synthesize it. The reactants are: [CH2:1]([C:9]1[CH:14]=[CH:13][C:12]([NH2:15])=[CH:11][CH:10]=1)[C:2]1[CH:7]=[CH:6][C:5]([NH2:8])=[CH:4][CH:3]=1.[CH2:16]([C:18]([CH3:20])=O)[CH3:17]. (5) Given the product [F:29][C:22]1[CH:23]=[C:24]([CH:25]=[CH:26][C:21]=1[C@@H:15]1[N:16]2[CH:17]=[N:18][CH:19]=[C:20]2[C@@:13]([OH:30])([C:9]2[CH:10]=[CH:11][CH:12]=[C:7]([C:38]3[N:43]=[CH:42][CH:41]=[CH:40][N:39]=3)[CH:8]=2)[CH2:14]1)[C:27]#[N:28], predict the reactants needed to synthesize it. The reactants are: FC(F)(F)S(O[C:7]1[CH:12]=[CH:11][CH:10]=[C:9]([C@:13]2([OH:30])[C:20]3[N:16]([CH:17]=[N:18][CH:19]=3)[C@@H:15]([C:21]3[CH:26]=[CH:25][C:24]([C:27]#[N:28])=[CH:23][C:22]=3[F:29])[CH2:14]2)[CH:8]=1)(=O)=O.C([Sn](CCCC)(CCCC)[C:38]1[N:43]=[CH:42][CH:41]=[CH:40][N:39]=1)CCC.